Dataset: Catalyst prediction with 721,799 reactions and 888 catalyst types from USPTO. Task: Predict which catalyst facilitates the given reaction. (1) Reactant: [C:1]([O:8]CC)(=O)[CH2:2][CH2:3][C:4]([CH3:6])=O.[CH3:11][N:12]([CH3:16])[CH2:13][CH2:14][NH2:15]. Product: [CH3:6][CH:4]1[N:15]([CH2:14][CH2:13][N:12]([CH3:16])[CH3:11])[C:1](=[O:8])[CH2:2][CH2:3]1. The catalyst class is: 45. (2) Reactant: [Br:1][C:2]1[CH:3]=[CH:4][C:5]([C:8]([OH:10])=[O:9])=[N:6][CH:7]=1.S(Cl)(Cl)=O.[CH2:15](O)[CH3:16]. Product: [Br:1][C:2]1[CH:3]=[CH:4][C:5]([C:8]([O:10][CH2:15][CH3:16])=[O:9])=[N:6][CH:7]=1. The catalyst class is: 11.